This data is from Full USPTO retrosynthesis dataset with 1.9M reactions from patents (1976-2016). The task is: Predict the reactants needed to synthesize the given product. (1) Given the product [CH2:17]([O:16][C:14]([NH:4][C:3]1[CH:5]=[CH:6][C:7]([C:9]([F:10])([F:11])[F:12])=[CH:8][C:2]=1[I:1])=[O:15])[CH3:18], predict the reactants needed to synthesize it. The reactants are: [I:1][C:2]1[CH:8]=[C:7]([C:9]([F:12])([F:11])[F:10])[CH:6]=[CH:5][C:3]=1[NH2:4].Cl[C:14]([O:16][CH2:17][CH3:18])=[O:15]. (2) Given the product [C:1]([C:4]1[C:8]2[CH2:9][N:10]([C:13]([O:15][C:16]([CH3:19])([CH3:18])[CH3:17])=[O:14])[CH2:11][CH2:12][C:7]=2[N:6]([C:20]2[CH:25]=[C:24]([C:28]#[C:27][C@:29]3([OH:36])[CH2:33][CH2:32][N:31]([CH3:34])[C:30]3=[O:35])[CH:23]=[CH:22][N:21]=2)[N:5]=1)(=[O:3])[NH2:2], predict the reactants needed to synthesize it. The reactants are: [C:1]([C:4]1[C:8]2[CH2:9][N:10]([C:13]([O:15][C:16]([CH3:19])([CH3:18])[CH3:17])=[O:14])[CH2:11][CH2:12][C:7]=2[N:6]([C:20]2[CH:25]=[C:24](I)[CH:23]=[CH:22][N:21]=2)[N:5]=1)(=[O:3])[NH2:2].[C:27]([C@:29]1([OH:36])[CH2:33][CH2:32][N:31]([CH3:34])[C:30]1=[O:35])#[CH:28]. (3) Given the product [CH2:1]([C@H:8]1[CH2:13][N:12]([C:14]2[CH:23]=[CH:22][C:21]([O:24][CH3:25])=[C:20]3[C:15]=2[CH:16]=[CH:17][C:18]([O:32][CH3:31])=[N:19]3)[CH2:11][CH2:10][N:9]1[CH2:27][C:28]([NH2:30])=[O:29])[C:2]1[CH:7]=[CH:6][CH:5]=[CH:4][CH:3]=1, predict the reactants needed to synthesize it. The reactants are: [CH2:1]([C@H:8]1[CH2:13][N:12]([C:14]2[CH:23]=[CH:22][C:21]([O:24][CH3:25])=[C:20]3[C:15]=2[CH:16]=[CH:17][C:18](Cl)=[N:19]3)[CH2:11][CH2:10][N:9]1[CH2:27][C:28]([NH2:30])=[O:29])[C:2]1[CH:7]=[CH:6][CH:5]=[CH:4][CH:3]=1.[CH3:31][O-:32].[Na+]. (4) Given the product [C:18]1([C:15]2[C:14]3[N:24]=[C:27]([CH:26]=[O:28])[NH:25][C:13]=3[C:12]([C:6]3[CH:7]=[CH:8][CH:9]=[CH:10][CH:11]=3)=[CH:17][CH:16]=2)[CH:19]=[CH:20][CH:21]=[CH:22][CH:23]=1, predict the reactants needed to synthesize it. The reactants are: [Li]CCCC.[C:6]1([C:12]2[C:13]([NH2:25])=[C:14]([NH2:24])[C:15]([C:18]3[CH:23]=[CH:22][CH:21]=[CH:20][CH:19]=3)=[CH:16][CH:17]=2)[CH:11]=[CH:10][CH:9]=[CH:8][CH:7]=1.[CH2:26]([O:28]C(OCC)C(OCC)=O)[CH3:27].[Li+].[OH-].Cl. (5) Given the product [Br:12][C:9]1[CH:10]=[CH:11][C:6]([C:4](=[O:5])[CH2:3][N:15]2[CH:16]=[CH:17][N:18]=[C:14]2[CH3:13])=[N:7][CH:8]=1, predict the reactants needed to synthesize it. The reactants are: Br.Br[CH2:3][C:4]([C:6]1[CH:11]=[CH:10][C:9]([Br:12])=[CH:8][N:7]=1)=[O:5].[CH3:13][C:14]1[NH:15][CH:16]=[CH:17][N:18]=1. (6) Given the product [C:30]([C:27]1[CH:28]=[CH:29][C:24]([C:3]2[CH:4]=[C:5]3[N:10]([CH2:11][C@@H:12]4[CH2:16][CH2:15][N:14]([C:17]([O:19][C:20]([CH3:23])([CH3:21])[CH3:22])=[O:18])[CH2:13]4)[CH:9]=[CH:8][C:6]3=[N:7][C:2]=2[C:42]2[CH:43]=[CH:44][C:39]([CH3:38])=[CH:40][CH:41]=2)=[CH:25][CH:26]=1)#[N:31], predict the reactants needed to synthesize it. The reactants are: Cl[C:2]1[N:7]=[C:6]2[CH:8]=[CH:9][N:10]([CH2:11][C@@H:12]3[CH2:16][CH2:15][N:14]([C:17]([O:19][C:20]([CH3:23])([CH3:22])[CH3:21])=[O:18])[CH2:13]3)[C:5]2=[CH:4][C:3]=1[C:24]1[CH:29]=[CH:28][C:27]([C:30]#[N:31])=[CH:26][CH:25]=1.C(=O)([O-])[O-].[Na+].[Na+].[CH3:38][C:39]1[CH:44]=[CH:43][C:42](B(O)O)=[CH:41][CH:40]=1.